Task: Predict the product of the given reaction.. Dataset: Forward reaction prediction with 1.9M reactions from USPTO patents (1976-2016) (1) Given the reactants CO[C:3]1[CH:8]=C[C:6]([NH2:9])=[CH:5][CH:4]=1.[C:10](=[O:13])([O-])[O-].[K+].[K+].[C:16](Cl)(=[O:23])[C:17]1[CH:22]=[CH:21][CH:20]=[CH:19][CH:18]=1.[CH3:25]CCCCC, predict the reaction product. The product is: [CH3:25][O:13][C:10]1[CH:8]=[CH:3][CH:4]=[CH:5][C:6]=1[NH:9][C:16](=[O:23])[C:17]1[CH:22]=[CH:21][CH:20]=[CH:19][CH:18]=1. (2) The product is: [C:16]([O:20][C:21]([N:23]1[CH2:24][CH:25]=[C:26]([C:7]2[CH:8]=[CH:9][C:4]([C:3]([O:2][CH3:1])=[O:15])=[CH:5][C:6]=2[C:11]([F:14])([F:13])[F:12])[CH2:27][CH2:28]1)=[O:22])([CH3:19])([CH3:17])[CH3:18]. Given the reactants [CH3:1][O:2][C:3](=[O:15])[C:4]1[CH:9]=[CH:8][C:7](Br)=[C:6]([C:11]([F:14])([F:13])[F:12])[CH:5]=1.[C:16]([O:20][C:21]([N:23]1[CH2:28][CH:27]=[C:26](B2OC(C)(C)C(C)(C)O2)[CH2:25][CH2:24]1)=[O:22])([CH3:19])([CH3:18])[CH3:17].C(=O)([O-])[O-].[K+].[K+], predict the reaction product.